Dataset: Forward reaction prediction with 1.9M reactions from USPTO patents (1976-2016). Task: Predict the product of the given reaction. The product is: [CH:1]1[C:10]2[C:5](=[CH:6][CH:7]=[CH:8][CH:9]=2)[CH:4]=[CH:3][C:2]=1[O:11][CH2:19][CH2:20][CH2:21][Cl:22]. Given the reactants [CH:1]1[C:10]2[C:5](=[CH:6][CH:7]=[CH:8][CH:9]=2)[CH:4]=[CH:3][C:2]=1[OH:11].C([O-])([O-])=O.[K+].[K+].Br[CH2:19][CH2:20][CH2:21][Cl:22], predict the reaction product.